The task is: Predict the product of the given reaction.. This data is from Forward reaction prediction with 1.9M reactions from USPTO patents (1976-2016). (1) Given the reactants [Br:1][C:2]1[CH:3]=[C:4]([C:8]2[C:17](=O)[C:16]3[C:11](=[CH:12][C:13]([OH:20])=[C:14]([Cl:19])[CH:15]=3)[O:10][CH:9]=2)[CH:5]=[CH:6][CH:7]=1.O.[NH2:22][NH2:23], predict the reaction product. The product is: [Br:1][C:2]1[CH:3]=[C:4]([C:8]2[C:17]([C:16]3[CH:15]=[C:14]([Cl:19])[C:13]([OH:20])=[CH:12][C:11]=3[OH:10])=[N:22][NH:23][CH:9]=2)[CH:5]=[CH:6][CH:7]=1. (2) Given the reactants [NH2:1][C:2]1[N:7]=[CH:6][N:5]=[C:4]2[N:8]([C@H:12]3[CH2:16][CH2:15][N:14]([C:17]([O:19]C(C)(C)C)=O)[CH2:13]3)[N:9]=[C:10]([I:11])[C:3]=12.F[C:25](F)(F)[C:26](O)=O, predict the reaction product. The product is: [NH2:1][C:2]1[N:7]=[CH:6][N:5]=[C:4]2[N:8]([C@H:12]3[CH2:16][CH2:15][N:14]([C:17](=[O:19])[CH:25]=[CH2:26])[CH2:13]3)[N:9]=[C:10]([I:11])[C:3]=12. (3) Given the reactants [CH:1]1([NH:4][C:5](=[O:31])[C:6]2[CH:11]=[CH:10][C:9]([CH3:12])=[C:8]([N:13]3[CH:18]=[CH:17][N:16]=[C:15]([NH:19][C:20]([C:23]4[CH:28]=[CH:27][CH:26]=[CH:25][C:24]=4[OH:29])([CH3:22])[CH3:21])[C:14]3=[O:30])[CH:7]=2)[CH2:3][CH2:2]1.C(=O)([O-])[O-].[K+].[K+].Cl[CH2:39][CH2:40][N:41]([CH3:52])[C:42](=[O:51])[O:43][CH2:44][C:45]1[CH:50]=[CH:49][CH:48]=[CH:47][CH:46]=1, predict the reaction product. The product is: [CH:1]1([NH:4][C:5]([C:6]2[CH:11]=[CH:10][C:9]([CH3:12])=[C:8]([N:13]3[CH:18]=[CH:17][N:16]=[C:15]([NH:19][C:20]([C:23]4[CH:28]=[CH:27][CH:26]=[CH:25][C:24]=4[O:29][CH2:39][CH2:40][N:41]([CH3:52])[C:42](=[O:51])[O:43][CH2:44][C:45]4[CH:50]=[CH:49][CH:48]=[CH:47][CH:46]=4)([CH3:22])[CH3:21])[C:14]3=[O:30])[CH:7]=2)=[O:31])[CH2:3][CH2:2]1.